Task: Predict the reactants needed to synthesize the given product.. Dataset: Full USPTO retrosynthesis dataset with 1.9M reactions from patents (1976-2016) (1) Given the product [N+:1]([C:4]1[C:5]([N+:11]([O-:13])=[O:12])=[C:6]([O-:10])[CH:7]=[CH:8][CH:9]=1)([O-:3])=[O:2].[Na+:15], predict the reactants needed to synthesize it. The reactants are: [N+:1]([C:4]1[C:5]([N+:11]([O-:13])=[O:12])=[C:6]([OH:10])[CH:7]=[CH:8][CH:9]=1)([O-:3])=[O:2].[H-].[Na+:15]. (2) Given the product [CH2:1]([CH:3]([C:6]1[C:7]2[N:8]([C:13]([C:18]3[S:22][C:21]4[CH:23]=[CH:24][C:25]([F:27])=[CH:26][C:20]=4[C:19]=3[CH3:28])=[C:14]([CH3:16])[N:15]=2)[N:9]=[C:10]([CH3:12])[CH:11]=1)[CH2:4][CH3:5])[CH3:2], predict the reactants needed to synthesize it. The reactants are: [CH2:1]([CH:3]([C:6]1[C:7]2[N:8]([CH:13]=[C:14]([CH3:16])[N:15]=2)[N:9]=[C:10]([CH3:12])[CH:11]=1)[CH2:4][CH3:5])[CH3:2].Br[C:18]1[S:22][C:21]2[CH:23]=[CH:24][C:25]([F:27])=[CH:26][C:20]=2[C:19]=1[CH3:28].C1(P(C2C=CC=CC=2)C2C=CC=CC=2)C=CC=CC=1.C([O-])([O-])=O.[Cs+].[Cs+]. (3) The reactants are: [NH2:1][C@:2]12[CH2:37][CH2:36][C@@H:35]([C:38]([CH3:40])=[CH2:39])[C@@H:3]1[C@@H:4]1[C@@:17]([CH3:20])([CH2:18][CH2:19]2)[C@@:16]2([CH3:21])[C@@H:7]([C@:8]3([CH3:34])[C@@H:13]([CH2:14][CH2:15]2)[C:12]([CH3:23])([CH3:22])[C:11]([C:24]2[CH:33]=[CH:32][C:27]([C:28]([O:30]C)=[O:29])=[CH:26][CH:25]=2)=[CH:10][CH2:9]3)[CH2:6][CH2:5]1.Cl[CH2:42][CH2:43][N:44]1[CH2:49][CH2:48][S:47](=[O:51])(=[O:50])[CH2:46][CH2:45]1.P([O-])([O-])([O-])=O.[K+].[K+].[K+]. Given the product [O:50]=[S:47]1(=[O:51])[CH2:48][CH2:49][N:44]([CH2:43][CH2:42][NH:1][C@:2]23[CH2:37][CH2:36][C@@H:35]([C:38]([CH3:40])=[CH2:39])[C@@H:3]2[C@@H:4]2[C@@:17]([CH3:20])([CH2:18][CH2:19]3)[C@@:16]3([CH3:21])[C@@H:7]([C@:8]4([CH3:34])[C@@H:13]([CH2:14][CH2:15]3)[C:12]([CH3:23])([CH3:22])[C:11]([C:24]3[CH:33]=[CH:32][C:27]([C:28]([OH:30])=[O:29])=[CH:26][CH:25]=3)=[CH:10][CH2:9]4)[CH2:6][CH2:5]2)[CH2:45][CH2:46]1, predict the reactants needed to synthesize it. (4) Given the product [O:1]=[C:2]1[CH2:7][CH2:6][CH2:5][CH2:4][CH:3]1[C:8]([OH:10])=[O:9], predict the reactants needed to synthesize it. The reactants are: [O:1]=[C:2]1[CH2:7][CH2:6][CH2:5][CH2:4][CH:3]1[C:8]([O:10]CC)=[O:9]. (5) The reactants are: [Br:1][C:2]1[CH:7]=[CH:6][C:5]([NH:8][C:9](=[O:15])[CH:10]=[CH:11]OCC)=[CH:4][CH:3]=1. Given the product [Br:1][C:2]1[CH:3]=[C:4]2[C:5](=[CH:6][CH:7]=1)[NH:8][C:9](=[O:15])[CH:10]=[CH:11]2, predict the reactants needed to synthesize it.